From a dataset of Full USPTO retrosynthesis dataset with 1.9M reactions from patents (1976-2016). Predict the reactants needed to synthesize the given product. (1) Given the product [CH2:1]([C@H:8]1[CH2:9][O:10][CH2:11][C@H:12]([NH:20][C:21]([O:22][C:23]([CH3:26])([CH3:25])[CH3:24])=[O:27])[C:13](=[O:19])[O:14][C@@H:15]([CH3:18])[C@@H:16]1[O:17]/[CH:30]=[CH:29]/[C:28]([O:32][CH2:33][C:34]1[CH:39]=[CH:38][CH:37]=[CH:36][CH:35]=1)=[O:31])[C:2]1[CH:3]=[CH:4][CH:5]=[CH:6][CH:7]=1, predict the reactants needed to synthesize it. The reactants are: [CH2:1]([C@@H:8]1[C@@H:16]([OH:17])[C@H:15]([CH3:18])[O:14][C:13](=[O:19])[C@@H:12]([NH:20][C:21](=[O:27])[O:22][C:23]([CH3:26])([CH3:25])[CH3:24])[CH2:11][O:10][CH2:9]1)[C:2]1[CH:7]=[CH:6][CH:5]=[CH:4][CH:3]=1.[C:28]([O:32][CH2:33][C:34]1[CH:39]=[CH:38][CH:37]=[CH:36][CH:35]=1)(=[O:31])[C:29]#[CH:30].Cl. (2) The reactants are: [C:1]([C:4]1[CH:11]=[C:10]([Cl:12])[C:7]([C:8]#[N:9])=[C:6]([Br:13])[C:5]=1[O:14][CH2:15][CH3:16])(=O)[CH3:2].[NH3:17].[BH4-].[Na+]. Given the product [NH2:17][CH:1]([C:4]1[CH:11]=[C:10]([Cl:12])[C:7]([C:8]#[N:9])=[C:6]([Br:13])[C:5]=1[O:14][CH2:15][CH3:16])[CH3:2], predict the reactants needed to synthesize it.